Dataset: Forward reaction prediction with 1.9M reactions from USPTO patents (1976-2016). Task: Predict the product of the given reaction. Given the reactants [CH3:1][O-:2].[Na+].[CH2:4]([O:6][CH:7]([O:10][CH2:11][CH3:12])[C:8]#[N:9])[CH3:5], predict the reaction product. The product is: [CH2:4]([O:6][CH:7]([O:10][CH2:11][CH3:12])[C:8](=[NH:9])[O:2][CH3:1])[CH3:5].